This data is from Retrosynthesis with 50K atom-mapped reactions and 10 reaction types from USPTO. The task is: Predict the reactants needed to synthesize the given product. Given the product O=C(CBr)N(c1ccccc1)c1ccccc1, predict the reactants needed to synthesize it. The reactants are: O=C(Br)CBr.c1ccc(Nc2ccccc2)cc1.